This data is from Forward reaction prediction with 1.9M reactions from USPTO patents (1976-2016). The task is: Predict the product of the given reaction. Given the reactants [BH4-].[Na+].C(O)(C(F)(F)F)=O.[CH3:10][N:11]([CH3:28])[CH2:12][CH2:13][C:14]1[S:18][C:17]2[CH:19]=[CH:20][CH:21]=[CH:22][C:16]=2[C:15]=1[C:23](=O)[CH2:24][O:25][CH3:26].[NH4+].[OH-], predict the reaction product. The product is: [CH3:26][O:25][CH2:24][CH2:23][C:15]1[C:16]2[CH:22]=[CH:21][CH:20]=[CH:19][C:17]=2[S:18][C:14]=1[CH2:13][CH2:12][N:11]([CH3:10])[CH3:28].